From a dataset of Experimentally validated miRNA-target interactions with 360,000+ pairs, plus equal number of negative samples. Binary Classification. Given a miRNA mature sequence and a target amino acid sequence, predict their likelihood of interaction. (1) The miRNA is mmu-miR-135b-5p with sequence UAUGGCUUUUCAUUCCUAUGUGA. The protein sequence of the target gene is MRLSVAAAISHGRVFRRMGLGPESRIHLLRNLLTGLVRHERIEAPWARVDEMRGYAEKLIDYGKLGDTNERAMRMADFWLTEKDLIPKLFQVLAPRYKDQTGGYTRMLQIPNRSLDRAKMAVIEYKGNCLPPLPLPRRDSHLTLLNQLLQGLRQDLRQSQEASNHSSHTAQTPGI. Result: 0 (no interaction). (2) The miRNA is hsa-miR-4502 with sequence GCUGAUGAUGAUGGUGCUGAAG. The protein sequence of the target gene is MALPQGLLTFRDVAIEFSQEEWKCLDPAQRTLYRDVMLENYRNLVSLDISSKCMMKEFSSTAQGNREVIHTGTLQRHESHHTGDFRFQEIDKDIHNLEFQWQEDERNSHEAPMTEIKKLTGSADRYDQRHAGNKPIKDQLGSSFHSHLPELHMFQTQGKIGNQVEKSINDASSISTSQRISCRPKTHISNNYGNNFRNSSLLTQKQEVHMREKSFQCNESGKAFNYSSLLRKHQIIHLGEKQYKCDVCGKVFNRKRNLVCHRRCHTGEKPYRCNECGKTFSQTYSLTCHRRLHTGEKPYK.... Result: 0 (no interaction). (3) The miRNA is mmu-miR-17-3p with sequence ACUGCAGUGAGGGCACUUGUAG. The protein sequence of the target gene is MGKISSLPTQLFKICLCDFLKIKIHIMSSSHLFYLALCLLTFTSSTTAGPETLCGAELVDALQFVCGPRGFYFNKPTGYGSSIRRAPQTGIVDECCFRSCDLRRLEMYCAPLKPTKAARSIRAQRHTDMPKTQKEVHLKNTSRGSAGNKTYRM. Result: 0 (no interaction). (4) The protein sequence of the target gene is MGCSSSALNKAGDSSRFPSVTSNEHFSTAEESESCFAQPKPHALGRESTVDGNVQRESRPPLQKLKVSAEPTANGVKPLQEQPLAKDVAPGRDATDQSGSTEKTQPGEGLEESGPPQPGGKEDAPAAEGKKKDAGAGTEAESLKGNAEAQPLGPEAKGQPLQAAVEKDSLRAVEVTENPQTAAEMKPLGTTENVLTLQIAGELQPQGTVGKDEQAPLLETISKENESPEILEGSQFVETAEEQQLQATLGKEEQPQLLERIPKENVTPEVLDRSQLVEKPVMNDPFHKTPEGPGNMEQIQ.... The miRNA is hsa-miR-200a-5p with sequence CAUCUUACCGGACAGUGCUGGA. Result: 0 (no interaction). (5) The miRNA is hsa-miR-616-3p with sequence AGUCAUUGGAGGGUUUGAGCAG. The protein sequence of the target gene is MAERGYSFSLTTFSPSGKLVQIEYALAAVAGGAPSVGIKAANGVVLATEKKQKSILYDERSVHKVEPITKHIGLVYSGMGPDYRVLVHRARKLAQQYYLVYQEPIPTAQLVQRVASVMQEYTQSGGVRPFGVSLLICGWNEGRPYLFQSDPSGAYFAWKATAMGKNYVNGKTFLEKRYNEDLELEDAIHTAILTLKESFEGQMTEDNIEVGICNEAGFRRLTPTEVKDYLAAIA. Result: 1 (interaction). (6) The miRNA is hsa-miR-4430 with sequence AGGCUGGAGUGAGCGGAG. The protein sequence of the target gene is MNWKVLEHVPLLLYILAAKTLILCLTFAGVKMYQRKRLEAKQQKLEAERKKQSEKKDN. Result: 0 (no interaction). (7) The miRNA is mmu-miR-129-5p with sequence CUUUUUGCGGUCUGGGCUUGC. The protein sequence of the target gene is MSACNTFTEHVWKPGECKNCFKPKSLHQLPPDSEKTPITHGSGKTNANHSNNHRVRSTGNFRPPVAKKPTIAVKPTMMVADGQSVCGELSIQEHCENKPVILGWNQNKTSLSQKPLNNNSEGDAEGFGSDPQQCANNDSAQKISNNNNGLTEVLKEIAGLEATPPVRGNETNARETFLGRINDCYKRSLERKIPPSCMTGSMKDSQGKHVILSGSAEVISNEGGRFCYPEFSSGEESEEDVLFSNMEEEHESWDESDEELLAMEIRMRGQPRFANFRANTLSPVRFFVSKKWNTIPLRNK.... Result: 1 (interaction).